From a dataset of Reaction yield outcomes from USPTO patents with 853,638 reactions. Predict the reaction yield, written as a fraction of the theoretical maximum amount of product (1.0 means a 100% yield; for example, 0.34 means a 34% yield). (1) The catalyst is C1COCC1. The reactants are [CH:1]1([CH2:4][O:5][C:6]2[CH:7]=[C:8]([CH:12]=[CH:13][C:14]=2[O:15][CH:16]([F:18])[F:17])[C:9](O)=[O:10])[CH2:3][CH2:2]1. The yield is 0.950. The product is [CH:1]1([CH2:4][O:5][C:6]2[CH:7]=[C:8]([CH2:9][OH:10])[CH:12]=[CH:13][C:14]=2[O:15][CH:16]([F:18])[F:17])[CH2:3][CH2:2]1. (2) The reactants are Br[C:2]1[CH:7]=[CH:6][C:5]([O:8][Si:9]([CH:16]([CH3:18])[CH3:17])([CH:13]([CH3:15])[CH3:14])[CH:10]([CH3:12])[CH3:11])=[CH:4][CH:3]=1.C([Li])CCC.[CH3:24][O:25][CH2:26][O:27][C:28]1[CH:35]=[C:34]([O:36][CH3:37])[CH:33]=[CH:32][C:29]=1[CH:30]=[O:31].O. The catalyst is O1CCCC1. The product is [CH3:37][O:36][C:34]1[CH:33]=[CH:32][C:29]([CH:30]([C:2]2[CH:7]=[CH:6][C:5]([O:8][Si:9]([CH:16]([CH3:18])[CH3:17])([CH:13]([CH3:15])[CH3:14])[CH:10]([CH3:12])[CH3:11])=[CH:4][CH:3]=2)[OH:31])=[C:28]([O:27][CH2:26][O:25][CH3:24])[CH:35]=1. The yield is 0.770. (3) The reactants are C(OC([C@H:8]1[NH:13][C:12]([CH3:17])([C:14]([OH:16])=O)[CH2:11][C:10](=[O:18])[N:9]1[CH3:19])=O)(C)(C)C.C[N:21](C(ON1N=NC2C=CC=CC1=2)=[N+](C)C)C.[B-](F)(F)(F)F.C1C=CC2N(O)N=NC=2C=1.CCN(C(C)C)C(C)C.O[N:62]=[C:63]([NH2:74])[C:64]1[CH:69]=[CH:68][CH:67]=[C:66]([C:70]([F:73])([F:72])[F:71])[CH:65]=1.CCCC[N+](CCCC)(CCCC)CCCC.[F-]. The catalyst is CN(C=O)C.CCOC(C)=O. The product is [NH:21]=[C:8]1[N:9]([CH3:19])[C:10](=[O:18])[CH2:11][C@@:12]([CH3:17])([C:14]2[O:16][N:74]=[C:63]([C:64]3[CH:69]=[CH:68][CH:67]=[C:66]([C:70]([F:73])([F:72])[F:71])[CH:65]=3)[N:62]=2)[NH:13]1. The yield is 0.260. (4) The reactants are C(O[C:4]1[CH:9]=[CH:8][N:7]=[CH:6][C:5]=1[N+:10]([O-:12])=[O:11])C.[CH2:13]([NH2:15])[CH3:14]. The catalyst is CCO. The product is [CH2:13]([NH:15][C:4]1[CH:9]=[CH:8][N:7]=[CH:6][C:5]=1[N+:10]([O-:12])=[O:11])[CH3:14]. The yield is 0.990. (5) The reactants are [CH3:1][C:2]1[C:14]2[NH:13][C:12]3[C:7](=[CH:8][CH:9]=[C:10]([OH:15])[CH:11]=3)[C:6]=2[CH:5]=[CH:4][N:3]=1.C(=O)([O-])[O-].[Cs+].[Cs+].Br[CH2:23][C:24]1[CH:29]=[CH:28][CH:27]=[CH:26][CH:25]=1. No catalyst specified. The product is [CH3:1][C:2]1[C:14]2[NH:13][C:12]3[C:7](=[CH:8][CH:9]=[C:10]([O:15][CH2:23][C:24]4[CH:29]=[CH:28][CH:27]=[CH:26][CH:25]=4)[CH:11]=3)[C:6]=2[CH:5]=[CH:4][N:3]=1. The yield is 0.700. (6) The reactants are S([N:11]1[C:15]2=[N:16][CH:17]=[C:18]([NH:20][NH:21][C:22]([C@@H:24]3[CH2:28][CH2:27][C@H:26]([NH:29][C:30](=[O:36])[O:31][C:32]([CH3:35])([CH3:34])[CH3:33])[CH2:25]3)=O)[N:19]=[C:14]2[CH:13]=[CH:12]1)(C1C=CC(C)=CC=1)(=O)=O.O=S(Cl)Cl.C([O-])([O-])=O.[Na+].[Na+].O. The catalyst is O1CCOCC1.CCOC(C)=O. The product is [C:22]1([C@@H:24]2[CH2:28][CH2:27][C@H:26]([NH:29][C:30](=[O:36])[O:31][C:32]([CH3:35])([CH3:34])[CH3:33])[CH2:25]2)[N:19]2[C:14]3[CH:13]=[CH:12][NH:11][C:15]=3[N:16]=[CH:17][C:18]2=[N:20][N:21]=1. The yield is 0.860.